From a dataset of Forward reaction prediction with 1.9M reactions from USPTO patents (1976-2016). Predict the product of the given reaction. Given the reactants [Cl:1][C:2]1[CH:3]=[CH:4][C:5]([O:18][CH:19]2[CH2:21][CH2:20]2)=[C:6]([C:8]2[C:12]([C:13]([O:15][CH2:16][CH3:17])=[O:14])=[CH:11][NH:10][N:9]=2)[CH:7]=1.[H-].[Na+].[CH3:24][Si:25]([CH2:28][CH2:29][O:30][CH2:31]Cl)([CH3:27])[CH3:26], predict the reaction product. The product is: [Cl:1][C:2]1[CH:3]=[CH:4][C:5]([O:18][CH:19]2[CH2:21][CH2:20]2)=[C:6]([C:8]2[N:9]([CH2:31][O:30][CH2:29][CH2:28][Si:25]([CH3:27])([CH3:26])[CH3:24])[N:10]=[CH:11][C:12]=2[C:13]([O:15][CH2:16][CH3:17])=[O:14])[CH:7]=1.